Predict the reaction yield, written as a fraction of the theoretical maximum amount of product (1.0 means a 100% yield; for example, 0.34 means a 34% yield). From a dataset of Reaction yield outcomes from USPTO patents with 853,638 reactions. (1) The reactants are [F:1][C:2]1[CH:7]=[CH:6][CH:5]=[C:4]([F:8])[C:3]=1[N:9]1[C:14]2[N:15]=[C:16](S(C)=O)[N:17]=[C:18]([C:19]3[CH:20]=[C:21]([CH:28]=[CH:29][C:30]=3[CH3:31])[C:22]([NH:24][CH2:25][CH2:26][CH3:27])=[O:23])[C:13]=2[CH2:12][NH:11][C:10]1=[O:35].[N:36]1([CH:42]2[CH2:47][CH2:46][NH:45][CH2:44][CH2:43]2)[CH2:41][CH2:40][CH2:39][CH2:38][CH2:37]1. The catalyst is C(Cl)Cl. The product is [N:36]1([CH:42]2[CH2:47][CH2:46][N:45]([C:16]3[N:17]=[C:18]([C:19]4[CH:20]=[C:21]([CH:28]=[CH:29][C:30]=4[CH3:31])[C:22]([NH:24][CH2:25][CH2:26][CH3:27])=[O:23])[C:13]4[CH2:12][NH:11][C:10](=[O:35])[N:9]([C:3]5[C:2]([F:1])=[CH:7][CH:6]=[CH:5][C:4]=5[F:8])[C:14]=4[N:15]=3)[CH2:44][CH2:43]2)[CH2:41][CH2:40][CH2:39][CH2:38][CH2:37]1. The yield is 0.630. (2) The reactants are [BH4-].[Na+].[Cl:3][C:4]1[CH:9]=[CH:8][C:7]([CH:10]=[C:11]([C:17]#[N:18])[C:12]([O:14][CH2:15][CH3:16])=[O:13])=[CH:6][C:5]=1[F:19]. The catalyst is CCO. The product is [Cl:3][C:4]1[CH:9]=[CH:8][C:7]([CH2:10][CH:11]([C:17]#[N:18])[C:12]([O:14][CH2:15][CH3:16])=[O:13])=[CH:6][C:5]=1[F:19]. The yield is 0.580. (3) The reactants are FC(F)(F)C(O)=[O:4].[Cl:8][C:9]1[CH:10]=[C:11]([CH:43]=[CH:44][CH:45]=1)[C:12]([NH:14][C@H:15]1[CH2:19][CH2:18][N:17]([C@H:20]2[CH2:25][CH2:24][C@@H:23]([N:26]([CH:28]([CH3:30])[CH3:29])[CH3:27])[CH2:22][C@H:21]2[CH2:31][S:32]([C:35]2[CH:40]=[CH:39][C:38]([Cl:41])=[CH:37][CH:36]=2)(=[O:34])=[O:33])[C:16]1=[O:42])=[O:13].ClC1C=C(C=CC=1)C(OO)=O. The catalyst is C(Cl)Cl. The product is [Cl:8][C:9]1[CH:10]=[C:11]([CH:43]=[CH:44][CH:45]=1)[C:12]([NH+:14]([O-:4])[C@H:15]1[CH2:19][CH2:18][N:17]([C@H:20]2[CH2:25][CH2:24][C@@H:23]([N:26]([CH:28]([CH3:30])[CH3:29])[CH3:27])[CH2:22][C@H:21]2[CH2:31][S:32]([C:35]2[CH:36]=[CH:37][C:38]([Cl:41])=[CH:39][CH:40]=2)(=[O:33])=[O:34])[C:16]1=[O:42])=[O:13]. The yield is 0.570. (4) The reactants are [F:1][C:2]1[CH:3]=[C:4]([CH:7]=[C:8]([O:13][CH3:14])[C:9]=1[N+:10]([O-:12])=[O:11])[C:5]#N.[OH:15]S(O)(=O)=O.[OH2:20]. No catalyst specified. The product is [F:1][C:2]1[CH:3]=[C:4]([CH:7]=[C:8]([O:13][CH3:14])[C:9]=1[N+:10]([O-:12])=[O:11])[C:5]([OH:15])=[O:20]. The yield is 0.750.